From a dataset of Reaction yield outcomes from USPTO patents with 853,638 reactions. Predict the reaction yield, written as a fraction of the theoretical maximum amount of product (1.0 means a 100% yield; for example, 0.34 means a 34% yield). (1) The reactants are [Cl:1][C:2]1[CH:29]=[CH:28][C:5]([CH2:6][N:7]2[C:12](SCC)=[N:11][C:10](=[O:16])[N:9]([CH2:17][C@@H:18]([C:23]([O:25][CH3:26])=[O:24])[O:19][CH2:20][O:21][CH3:22])[C:8]2=[O:27])=[CH:4][CH:3]=1.[CH3:30][C:31]1[CH:32]=[C:33]([CH:35]=[CH:36][C:37]=1[O:38][CH:39]([CH3:41])[CH3:40])[NH2:34].C(O)(=O)C.C(=O)(O)[O-].[Na+]. The product is [Cl:1][C:2]1[CH:3]=[CH:4][C:5]([CH2:6][N:7]2[C:12](=[N:34][C:33]3[CH:35]=[CH:36][C:37]([O:38][CH:39]([CH3:40])[CH3:41])=[C:31]([CH3:30])[CH:32]=3)[NH:11][C:10](=[O:16])[N:9]([CH2:17][C@@H:18]([C:23]([O:25][CH3:26])=[O:24])[O:19][CH2:20][O:21][CH3:22])[C:8]2=[O:27])=[CH:28][CH:29]=1. The yield is 0.740. The catalyst is C(O)(C)(C)C. (2) The reactants are [H-].[Al+3].[Li+].[H-].[H-].[H-].CON(C)[C:10]([C@H:12]1[CH2:21][C:20]2[C:15](=[CH:16][CH:17]=[CH:18][CH:19]=2)[CH2:14][N:13]1[C:22]([O:24][C:25]([CH3:28])([CH3:27])[CH3:26])=[O:23])=[O:11]. The catalyst is CCOCC. The product is [CH:10]([C@H:12]1[CH2:21][C:20]2[C:15](=[CH:16][CH:17]=[CH:18][CH:19]=2)[CH2:14][N:13]1[C:22]([O:24][C:25]([CH3:28])([CH3:27])[CH3:26])=[O:23])=[O:11]. The yield is 1.00. (3) The reactants are [Cl-].O[NH3+:3].[C:4]([C:8]1[CH:13]=[CH:12][CH:11]=[CH:10][C:9]=1[N:14]1[CH2:19][CH2:18][N:17]([C:20]([C:22]2[CH:29]=[CH:28][C:25]([C:26]#[N:27])=[CH:24][CH:23]=2)=[O:21])[CH2:16][CH2:15]1)([CH3:7])([CH3:6])[CH3:5].[C:30](=[O:33])([O-])[OH:31].[Na+].O.Cl. The catalyst is CS(C)=O. The product is [C:4]([C:8]1[CH:13]=[CH:12][CH:11]=[CH:10][C:9]=1[N:14]1[CH2:15][CH2:16][N:17]([C:20]([C:22]2[CH:23]=[CH:24][C:25]([C:26]3[NH:3][C:30](=[O:33])[O:31][N:27]=3)=[CH:28][CH:29]=2)=[O:21])[CH2:18][CH2:19]1)([CH3:7])([CH3:5])[CH3:6]. The yield is 0.780.